From a dataset of Catalyst prediction with 721,799 reactions and 888 catalyst types from USPTO. Predict which catalyst facilitates the given reaction. Reactant: S(Cl)(C)(=O)=O.[N+:6]([C:9]1[CH:14]=[CH:13][C:12]([N:15]2[CH2:19][CH2:18][CH2:17][CH:16]2[CH2:20]O)=[CH:11][CH:10]=1)([O-:8])=[O:7].C(N(CC)CC)C.[Cl-:29].[Na+]. The catalyst class is: 3. Product: [Cl:29][CH2:20][CH:16]1[CH2:17][CH2:18][CH2:19][N:15]1[C:12]1[CH:13]=[CH:14][C:9]([N+:6]([O-:8])=[O:7])=[CH:10][CH:11]=1.